This data is from Catalyst prediction with 721,799 reactions and 888 catalyst types from USPTO. The task is: Predict which catalyst facilitates the given reaction. (1) Reactant: Br[C:2]1[CH:3]=[C:4]2[C:10]([I:11])=[CH:9][N:8]([S:12]([C:15]3[CH:21]=[CH:20][C:18]([CH3:19])=[CH:17][CH:16]=3)(=[O:14])=[O:13])[C:5]2=[N:6][CH:7]=1.IC1C2C(=NC=C([C:32]3[CH:33]=[C:34]([NH:38][S:39]([CH3:42])(=[O:41])=[O:40])[CH:35]=[CH:36][CH:37]=3)C=2)NC=1.C1(C)C=CC(S(Cl)(=O)=O)=CC=1.[H-].[Na+]. Product: [I:11][C:10]1[C:4]2[C:5](=[N:6][CH:7]=[C:2]([C:32]3[CH:33]=[C:34]([NH:38][S:39]([CH3:42])(=[O:40])=[O:41])[CH:35]=[CH:36][CH:37]=3)[CH:3]=2)[N:8]([S:12]([C:15]2[CH:21]=[CH:20][C:18]([CH3:19])=[CH:17][CH:16]=2)(=[O:14])=[O:13])[CH:9]=1. The catalyst class is: 3. (2) Reactant: Cl[C:2]1[CH:3]=[CH:4][C:5]2[N:6]([C:8]([C:11]([F:14])([F:13])[F:12])=[N:9][N:10]=2)[N:7]=1.[C:15]1([CH:21]([N:23]2[CH2:28][CH2:27][NH:26][CH2:25][CH2:24]2)[CH3:22])[CH:20]=[CH:19][CH:18]=[CH:17][CH:16]=1.CCN(C(C)C)C(C)C. Product: [C:15]1([CH:21]([N:23]2[CH2:24][CH2:25][N:26]([C:2]3[CH:3]=[CH:4][C:5]4[N:6]([C:8]([C:11]([F:14])([F:13])[F:12])=[N:9][N:10]=4)[N:7]=3)[CH2:27][CH2:28]2)[CH3:22])[CH:20]=[CH:19][CH:18]=[CH:17][CH:16]=1. The catalyst class is: 3. (3) Reactant: [N+:1]([C:4]1[CH:23]=[CH:22][CH:21]=[CH:20][C:5]=1[O:6][CH2:7][CH2:8][O:9][CH2:10][CH2:11][O:12][CH2:13][CH2:14]OS(C)(=O)=O)([O-:3])=[O:2].[CH3:24][NH2:25]. Product: [CH3:24][NH:25][CH2:14][CH2:13][O:12][CH2:11][CH2:10][O:9][CH2:8][CH2:7][O:6][C:5]1[CH:20]=[CH:21][CH:22]=[CH:23][C:4]=1[N+:1]([O-:3])=[O:2]. The catalyst class is: 1. (4) Product: [NH2:8][CH2:7][C:6]1[C:5]([NH:10][C@H:11]([C:14]2[CH:19]=[CH:18][C:17]([F:20])=[CH:16][CH:15]=2)[CH2:12][OH:13])=[N:4][C:3]([NH:21][C:22]2[CH:26]=[C:25]([O:27][CH:28]([CH3:30])[CH3:29])[NH:24][N:23]=2)=[C:2]([F:1])[CH:9]=1. The catalyst class is: 19. Reactant: [F:1][C:2]1[C:3]([NH:21][C:22]2[CH:26]=[C:25]([O:27][CH:28]([CH3:30])[CH3:29])[NH:24][N:23]=2)=[N:4][C:5]([NH:10][C@H:11]([C:14]2[CH:19]=[CH:18][C:17]([F:20])=[CH:16][CH:15]=2)[CH2:12][OH:13])=[C:6]([CH:9]=1)[C:7]#[N:8].Cl.N#N.